This data is from Retrosynthesis with 50K atom-mapped reactions and 10 reaction types from USPTO. The task is: Predict the reactants needed to synthesize the given product. (1) Given the product COc1ccc(CN(c2cc(OC)nc(SCc3cccc(F)c3F)n2)S(=O)(=O)N2CCC2)cc1, predict the reactants needed to synthesize it. The reactants are: COc1cc(NS(=O)(=O)N2CCC2)nc(SCc2cccc(F)c2F)n1.COc1ccc(CCl)cc1. (2) Given the product Cc1nc2ccc(N3CCCCCC3)cc2c(-c2ccc(F)cc2)c1C(=O)C(F)(F)F, predict the reactants needed to synthesize it. The reactants are: C1CCCNCC1.Cc1nc2ccc(Br)cc2c(-c2ccc(F)cc2)c1C(=O)C(F)(F)F.